This data is from Full USPTO retrosynthesis dataset with 1.9M reactions from patents (1976-2016). The task is: Predict the reactants needed to synthesize the given product. (1) Given the product [Cl:15][C:16]1[CH:17]=[C:18]([CH:19]=[CH:20][CH:21]=1)[CH2:22][NH:23][C:12]([C:10]1[S:11][C:7]([C:4]2[CH:3]=[CH:2][N:1]=[CH:6][CH:5]=2)=[CH:8][CH:9]=1)=[O:14], predict the reactants needed to synthesize it. The reactants are: [N:1]1[CH:6]=[CH:5][C:4]([C:7]2[S:11][C:10]([C:12]([OH:14])=O)=[CH:9][CH:8]=2)=[CH:3][CH:2]=1.[Cl:15][C:16]1[CH:17]=[C:18]([CH2:22][NH2:23])[CH:19]=[CH:20][CH:21]=1. (2) Given the product [ClH:1].[Cl:1][C:2]1[CH:3]=[CH:4][C:5]([CH2:8][CH2:9][C:10]2[CH:15]=[CH:14][N:13]([C:16]3[CH:21]=[CH:20][C:19]4[C:22]5[CH2:23][NH:24][CH2:25][CH2:26][C:27]=5[O:28][C:18]=4[CH:17]=3)[C:12](=[O:29])[N:11]=2)=[N:6][CH:7]=1, predict the reactants needed to synthesize it. The reactants are: [Cl:1][C:2]1[CH:3]=[CH:4][C:5]([CH2:8][CH2:9][C:10]2[CH:15]=[CH:14][N:13]([C:16]3[CH:21]=[CH:20][C:19]4[C:22]5[CH2:23][NH:24][CH2:25][CH2:26][C:27]=5[O:28][C:18]=4[CH:17]=3)[C:12](=[O:29])[N:11]=2)=[N:6][CH:7]=1.Cl.CCOCC. (3) The reactants are: [F:1][C:2]([F:15])([F:14])[C:3]([N:5]([C:7]1[CH:12]=[CH:11][C:10](I)=[CH:9][CH:8]=1)[CH3:6])=[O:4].[CH2:16]([OH:21])[CH2:17][CH2:18][C:19]#[CH:20]. Given the product [F:1][C:2]([F:15])([F:14])[C:3]([N:5]([C:7]1[CH:12]=[CH:11][C:10]([C:20]#[C:19][CH2:18][CH2:17][CH2:16][OH:21])=[CH:9][CH:8]=1)[CH3:6])=[O:4], predict the reactants needed to synthesize it. (4) Given the product [C:1]([N:4]1[CH2:10][CH2:9][CH2:8][N:7]([CH2:11][C:12]([NH:14][C:15]2[CH:20]=[CH:19][C:18]([C:25]3[CH:24]=[C:23]([F:22])[CH:28]=[C:27]([F:29])[CH:26]=3)=[CH:17][N:16]=2)=[O:13])[CH2:6][CH2:5]1)(=[O:3])[CH3:2], predict the reactants needed to synthesize it. The reactants are: [C:1]([N:4]1[CH2:10][CH2:9][CH2:8][N:7]([CH2:11][C:12]([NH:14][C:15]2[CH:20]=[CH:19][C:18](Br)=[CH:17][N:16]=2)=[O:13])[CH2:6][CH2:5]1)(=[O:3])[CH3:2].[F:22][C:23]1[CH:24]=[C:25](B(O)O)[CH:26]=[C:27]([F:29])[CH:28]=1. (5) Given the product [C:8]([O:12][C:13](=[O:33])[CH:14]([CH:30]([CH3:31])[CH3:32])[NH:15][C:16]([C:18]1[CH:27]=[C:26]2[C:21]([C:22]([Cl:29])=[CH:23][N:24]=[C:25]2[NH:6][C:5]([NH2:7])=[NH:4])=[CH:20][CH:19]=1)=[O:17])([CH3:11])([CH3:10])[CH3:9], predict the reactants needed to synthesize it. The reactants are: [H-].[Na+].Cl.[NH2:4][C:5]([NH2:7])=[NH:6].[C:8]([O:12][C:13](=[O:33])[CH:14]([CH:30]([CH3:32])[CH3:31])[NH:15][C:16]([C:18]1[CH:27]=[C:26]2[C:21]([C:22]([Cl:29])=[CH:23][N:24]=[C:25]2Cl)=[CH:20][CH:19]=1)=[O:17])([CH3:11])([CH3:10])[CH3:9].O. (6) Given the product [CH3:1][O:2][C:3]1[CH:12]=[CH:11][C:10]2[C:5](=[CH:6][CH:7]=[C:8]([C:13]3[CH:18]=[CH:17][CH:16]=[C:15]([O:19][CH3:20])[CH:14]=3)[CH:9]=2)[C:4]=1[C:21]([NH:25][CH3:24])=[O:23], predict the reactants needed to synthesize it. The reactants are: [CH3:1][O:2][C:3]1[CH:12]=[CH:11][C:10]2[C:5](=[CH:6][CH:7]=[C:8]([C:13]3[CH:18]=[CH:17][CH:16]=[C:15]([O:19][CH3:20])[CH:14]=3)[CH:9]=2)[C:4]=1[C:21]([OH:23])=O.[CH3:24][NH2:25].